Dataset: Reaction yield outcomes from USPTO patents with 853,638 reactions. Task: Predict the reaction yield, written as a fraction of the theoretical maximum amount of product (1.0 means a 100% yield; for example, 0.34 means a 34% yield). The reactants are [F:1][C:2]([F:16])([F:15])[C:3]1[CH:4]=[C:5]([CH:9]2[S:14][CH2:13][CH2:12][CH2:11][S:10]2)[CH:6]=[CH:7][CH:8]=1.[Li]CCCC.[F:22][CH:23]([F:34])[O:24][C:25]1[CH:32]=[CH:31][C:28]([CH:29]=[O:30])=[CH:27][C:26]=1[CH3:33]. The product is [F:22][CH:23]([F:34])[O:24][C:25]1[CH:32]=[CH:31][C:28]([CH:29]([C:9]2([C:5]3[CH:6]=[CH:7][CH:8]=[C:3]([C:2]([F:1])([F:15])[F:16])[CH:4]=3)[S:10][CH2:11][CH2:12][CH2:13][S:14]2)[OH:30])=[CH:27][C:26]=1[CH3:33]. The catalyst is C1COCC1. The yield is 0.600.